This data is from Full USPTO retrosynthesis dataset with 1.9M reactions from patents (1976-2016). The task is: Predict the reactants needed to synthesize the given product. Given the product [Br:24][C:25]1[CH:26]=[CH:27][C:28]2[O:37][CH2:36][CH2:35][N:34]3[C:30](=[N:31][C:32]([C:8]4[N:4]([CH:1]([CH3:3])[CH3:2])[N:5]=[C:6]([CH3:9])[N:7]=4)=[CH:33]3)[C:29]=2[CH:39]=1, predict the reactants needed to synthesize it. The reactants are: [CH:1]([N:4]1[CH:8]=[N:7][C:6]([CH3:9])=[N:5]1)([CH3:3])[CH3:2].C(N1C(C)=NC=N1)(C)C.C([Li])CCC.[Br:24][C:25]1[CH:26]=[CH:27][C:28]2[O:37][CH2:36][CH2:35][N:34]3[C:30](=[N:31][C:32](I)=[CH:33]3)[C:29]=2[CH:39]=1.